From a dataset of Reaction yield outcomes from USPTO patents with 853,638 reactions. Predict the reaction yield, written as a fraction of the theoretical maximum amount of product (1.0 means a 100% yield; for example, 0.34 means a 34% yield). (1) The reactants are [CH2:1]1[CH2:6][C@H:5]([C:7]([OH:9])=[O:8])[CH2:4][CH2:3][C@H:2]1[CH2:10][NH2:11].[C:12]([O:16][CH:17]([O:21][C:22](ON1C(=O)CCC1=O)=[O:23])[CH2:18][CH2:19][CH3:20])(=[O:15])[CH2:13][CH3:14]. The catalyst is CC(OC)(C)C.CC(C)=O.O. The product is [C:12]([O:16][CH:17]([O:21][C:22]([NH:11][CH2:10][C@H:2]1[CH2:3][CH2:4][C@H:5]([C:7]([OH:9])=[O:8])[CH2:6][CH2:1]1)=[O:23])[CH2:18][CH2:19][CH3:20])(=[O:15])[CH2:13][CH3:14]. The yield is 0.180. (2) The reactants are [O:1]=[C:2]1[CH:7]=[CH:6][N:5]([C:8]2[CH:13]=[CH:12][CH:11]=[C:10]([C:14]([F:17])([F:16])[F:15])[CH:9]=2)[N:4]=[C:3]1[C:18]([NH:20][NH2:21])=O.CO[C:24](OC)(N(C)C)[CH3:25].C(O)(=O)C.[NH2:35][C:36]1[CH:41]=[CH:40][CH:39]=[CH:38][CH:37]=1. The catalyst is C(#N)C. The product is [CH3:24][C:25]1[N:35]([C:36]2[CH:41]=[CH:40][CH:39]=[CH:38][CH:37]=2)[C:18]([C:3]2[C:2](=[O:1])[CH:7]=[CH:6][N:5]([C:8]3[CH:13]=[CH:12][CH:11]=[C:10]([C:14]([F:17])([F:16])[F:15])[CH:9]=3)[N:4]=2)=[N:20][N:21]=1. The yield is 0.460. (3) The catalyst is C1(C)C=CC=CC=1.C(OCC)(=O)C.C1C=CC(P(C2C=CC=CC=2)[C-]2C=CC=C2)=CC=1.C1C=CC(P(C2C=CC=CC=2)[C-]2C=CC=C2)=CC=1.Cl[Pd]Cl.[Fe+2].C(Cl)Cl. The reactants are [F:1][C:2]1[C:7](OS(C(F)(F)F)(=O)=O)=[CH:6][CH:5]=[C:4]([F:16])[C:3]=1[C:17]1[N:22]=[C:21]([C:23]([O:25][CH3:26])=[O:24])[CH:20]=[CH:19][CH:18]=1.[CH3:27][Zn]C. The product is [F:1][C:2]1[C:7]([CH3:27])=[CH:6][CH:5]=[C:4]([F:16])[C:3]=1[C:17]1[N:22]=[C:21]([C:23]([O:25][CH3:26])=[O:24])[CH:20]=[CH:19][CH:18]=1. The yield is 1.00. (4) The reactants are [Cl:1][C:2]1[C:3]([C:23]2[CH:28]=[CH:27][C:26]([O:29][CH3:30])=[CH:25][CH:24]=2)=[C:4]2[C:18]3[CH2:19][CH2:20][S:21][CH2:22][C:17]=3[S:16][C:5]2=[N:6][C:7]=1[CH2:8][N:9]1[C:13](=[O:14])[CH2:12][CH2:11][C:10]1=[O:15].CN(C)C=[O:34].OO.S([O-])([O-])(=O)=S.[Na+].[Na+]. The catalyst is O. The product is [Cl:1][C:2]1[C:3]([C:23]2[CH:24]=[CH:25][C:26]([O:29][CH3:30])=[CH:27][CH:28]=2)=[C:4]2[C:18]3[CH2:19][CH2:20][S:21](=[O:34])[CH2:22][C:17]=3[S:16][C:5]2=[N:6][C:7]=1[CH2:8][N:9]1[C:10](=[O:15])[CH2:11][CH2:12][C:13]1=[O:14]. The yield is 0.975. (5) The reactants are C([O-])=O.[NH4+].[N:5]([CH:8]1[N:14]=[C:13]([C:15]2[CH:20]=[CH:19][CH:18]=[C:17]([O:21][CH3:22])[N:16]=2)[C:12]2[CH:23]=[C:24]([Cl:27])[CH:25]=[CH:26][C:11]=2[N:10]([CH3:28])[C:9]1=[O:29])=[N+]=[N-]. The catalyst is CO.[Pd]. The product is [NH2:5][CH:8]1[N:14]=[C:13]([C:15]2[CH:20]=[CH:19][CH:18]=[C:17]([O:21][CH3:22])[N:16]=2)[C:12]2[CH:23]=[C:24]([Cl:27])[CH:25]=[CH:26][C:11]=2[N:10]([CH3:28])[C:9]1=[O:29]. The yield is 0.780. (6) The reactants are [NH:1]1[C:8](=[O:9])[CH2:7][C:5](=[O:6])[NH:4][C:2]1=[O:3].C(N(CC)C(C)C)(C)C.[N:19]([CH2:22][C:23]([O:25]CC)=[O:24])=[C:20]=[O:21]. The catalyst is ClCCl.CN(C=O)C. The product is [OH:6][C:5]1[NH:4][C:2](=[O:3])[NH:1][C:8](=[O:9])[C:7]=1[C:20]([NH:19][CH2:22][C:23]([OH:25])=[O:24])=[O:21]. The yield is 0.220. (7) The reactants are C(N(CC)CC)C.[B-](F)(F)(F)F.CN(C(ON1C(=O)CCC1=O)=[N+](C)C)C.[CH3:28][O:29][C:30]1[CH:35]=[CH:34][C:33]([C:36]2[CH:41]=[CH:40][N:39]=[C:38]3[NH:42][C:43]([C:45]4[CH:53]=[CH:52][C:48]([C:49]([OH:51])=O)=[CH:47][CH:46]=4)=[N:44][C:37]=23)=[CH:32][CH:31]=1.Cl.[F:55][C:56]1([F:61])[CH2:60][CH2:59][NH:58][CH2:57]1. The catalyst is CN(C=O)C. The product is [F:55][C:56]1([F:61])[CH2:60][CH2:59][N:58]([C:49]([C:48]2[CH:52]=[CH:53][C:45]([C:43]3[NH:42][C:38]4=[N:39][CH:40]=[CH:41][C:36]([C:33]5[CH:32]=[CH:31][C:30]([O:29][CH3:28])=[CH:35][CH:34]=5)=[C:37]4[N:44]=3)=[CH:46][CH:47]=2)=[O:51])[CH2:57]1. The yield is 0.260.